This data is from Forward reaction prediction with 1.9M reactions from USPTO patents (1976-2016). The task is: Predict the product of the given reaction. (1) Given the reactants [Cl:1][C:2]1[C:7]([O:8][CH3:9])=[CH:6][C:5]([O:10][CH3:11])=[CH:4][C:3]=1[C:12]1[C:24](=[O:25])[N:23]([CH2:26][CH2:27][CH2:28][N:29]2[CH2:34][CH2:33][N:32]([C:35]([O:37][C:38]([CH3:41])([CH3:40])[CH3:39])=[O:36])[CH2:31][CH2:30]2)[C:15]2[N:16]=[C:17](S(C)=O)[N:18]=[CH:19][C:14]=2[CH:13]=1.CN.Cl.C[CH2:46][N:47](C(C)C)C(C)C, predict the reaction product. The product is: [Cl:1][C:2]1[C:7]([O:8][CH3:9])=[CH:6][C:5]([O:10][CH3:11])=[CH:4][C:3]=1[C:12]1[C:24](=[O:25])[N:23]([CH2:26][CH2:27][CH2:28][N:29]2[CH2:34][CH2:33][N:32]([C:35]([O:37][C:38]([CH3:41])([CH3:40])[CH3:39])=[O:36])[CH2:31][CH2:30]2)[C:15]2[N:16]=[C:17]([NH:47][CH3:46])[N:18]=[CH:19][C:14]=2[CH:13]=1. (2) The product is: [CH2:28]([O:27][C:18]1[CH:17]=[C:16]2[C:21](=[C:20]3[CH2:22][C:23]([CH3:26])([CH3:25])[O:24][C:19]=13)[C:12]([C:10]1[CH:9]=[CH:8][C:3]([C:4]([O:6][CH3:7])=[O:5])=[C:2]([NH:1][C:41](=[O:42])[C:40]([F:51])([F:50])[F:39])[CH:11]=1)=[N:13][C:14]([CH3:30])([CH3:31])[CH2:15]2)[CH3:29]. Given the reactants [NH2:1][C:2]1[CH:11]=[C:10]([C:12]2[C:21]3[C:16](=[CH:17][C:18]([O:27][CH2:28][CH3:29])=[C:19]4[O:24][C:23]([CH3:26])([CH3:25])[CH2:22][C:20]4=3)[CH2:15][C:14]([CH3:31])([CH3:30])[N:13]=2)[CH:9]=[CH:8][C:3]=1[C:4]([O:6][CH3:7])=[O:5].C(N(CC)CC)C.[F:39][C:40]([F:51])([F:50])[C:41](O[C:41](=[O:42])[C:40]([F:51])([F:50])[F:39])=[O:42], predict the reaction product. (3) Given the reactants [Br:1][C:2]1[NH:13][C:5]2[C:6](=[O:12])[NH:7][CH2:8][CH2:9][C:10](=[O:11])[C:4]=2[C:3]=1[Br:14].[BH4-].[Na+], predict the reaction product. The product is: [Br:1][C:2]1[NH:13][C:5]2[C:6](=[O:12])[NH:7][CH2:8][CH2:9][CH:10]([OH:11])[C:4]=2[C:3]=1[Br:14].